From a dataset of Catalyst prediction with 721,799 reactions and 888 catalyst types from USPTO. Predict which catalyst facilitates the given reaction. (1) Reactant: C(OC(=O)[NH:7][C:8]1[CH:13]=[CH:12][C:11]([C:14]2[CH:19]=[CH:18][C:17]([F:20])=[CH:16][C:15]=2[F:21])=[CH:10][C:9]=1[NH:22][C:23](=[O:39])[CH2:24][C:25]([C:27]1[CH:32]=[CH:31][CH:30]=[C:29]([N:33]2[CH:37]=[CH:36][N:35]=[C:34]2[CH3:38])[CH:28]=1)=O)(C)(C)C.C(O)(C(F)(F)F)=O. Product: [F:21][C:15]1[CH:16]=[C:17]([F:20])[CH:18]=[CH:19][C:14]=1[C:11]1[CH:12]=[CH:13][C:8]2[N:7]=[C:25]([C:27]3[CH:32]=[CH:31][CH:30]=[C:29]([N:33]4[CH:37]=[CH:36][N:35]=[C:34]4[CH3:38])[CH:28]=3)[CH2:24][C:23](=[O:39])[NH:22][C:9]=2[CH:10]=1. The catalyst class is: 2. (2) Reactant: [OH:1][C:2]1[CH:7]=[CH:6][C:5]([C:8]2[CH:13]=[C:12]([CH2:14][CH2:15][CH3:16])[CH:11]=[C:10]([C:17]#[N:18])[C:9]=2[CH:19]=[CH2:20])=[CH:4][CH:3]=1.[NH2:21][OH:22]. Product: [OH:22][N:21]=[C:17]([C:10]1[C:9]([CH:19]=[CH2:20])=[C:8]([C:5]2[CH:4]=[CH:3][C:2]([OH:1])=[CH:7][CH:6]=2)[CH:13]=[C:12]([CH2:14][CH2:15][CH3:16])[CH:11]=1)[NH2:18]. The catalyst class is: 16. (3) The catalyst class is: 2. Product: [CH:1]1([O:6][C:7](=[O:32])[C@@H:8]([NH:15][CH2:16][CH:17]2[CH2:18][CH2:19][CH:20]([CH2:23][NH2:24])[CH2:21][CH2:22]2)[C:9]2[CH:14]=[CH:13][CH:12]=[CH:11][CH:10]=2)[CH2:2][CH2:3][CH2:4][CH2:5]1. Reactant: [CH:1]1([O:6][C:7](=[O:32])[C@@H:8]([NH:15][CH2:16][CH:17]2[CH2:22][CH2:21][CH:20]([CH2:23][NH:24]C(OC(C)(C)C)=O)[CH2:19][CH2:18]2)[C:9]2[CH:14]=[CH:13][CH:12]=[CH:11][CH:10]=2)[CH2:5][CH2:4][CH2:3][CH2:2]1.C(O)(C(F)(F)F)=O. (4) Reactant: [O:1]1[C:5]2[CH:6]=[CH:7][C:8]([C:10]3[S:11][CH:12]=[C:13]([C:15]([OH:17])=O)[N:14]=3)=[CH:9][C:4]=2[CH2:3][CH2:2]1.Br.[NH2:19][C:20]1[NH:24][C:23]2[CH:25]=[CH:26][C:27]([C:29]([C:31]3[CH:36]=[CH:35][CH:34]=[CH:33][CH:32]=3)=[O:30])=[CH:28][C:22]=2[N:21]=1.F[P-](F)(F)(F)(F)F.N1(OC(N(C)C)=[N+](C)C)C2C=CC=CC=2N=N1.C(N(CC)C(C)C)(C)C. Product: [C:29]([C:27]1[CH:26]=[CH:25][C:23]2[NH:24][C:20]([NH:19][C:15]([C:13]3[N:14]=[C:10]([C:8]4[CH:7]=[CH:6][C:5]5[O:1][CH2:2][CH2:3][C:4]=5[CH:9]=4)[S:11][CH:12]=3)=[O:17])=[N:21][C:22]=2[CH:28]=1)(=[O:30])[C:31]1[CH:32]=[CH:33][CH:34]=[CH:35][CH:36]=1. The catalyst class is: 546. (5) Reactant: [CH3:1][S:2][C:3]1[CH:4]=[C:5]([N:9]=[C:10]=[O:11])[CH:6]=[CH:7][CH:8]=1.[C:12]12([CH2:22][N:23]3[CH2:28][CH2:27][CH:26]([NH2:29])[CH2:25][CH2:24]3)[CH2:21][CH:16]3[CH2:17][CH:18]([CH2:20][CH:14]([CH2:15]3)[CH2:13]1)[CH2:19]2. Product: [C:12]12([CH2:22][N:23]3[CH2:28][CH2:27][CH:26]([NH:29][C:10]([NH:9][C:5]4[CH:6]=[CH:7][CH:8]=[C:3]([S:2][CH3:1])[CH:4]=4)=[O:11])[CH2:25][CH2:24]3)[CH2:13][CH:14]3[CH2:20][CH:18]([CH2:17][CH:16]([CH2:15]3)[CH2:21]1)[CH2:19]2. The catalyst class is: 2. (6) Reactant: [Cl:1][C:2]1[CH:10]=[C:9]2[C:5]([C:6]([C:11]([O:13]C)=[O:12])=[CH:7][NH:8]2)=[CH:4][C:3]=1[C:15]1[CH:20]=[CH:19][C:18]([O:21][CH2:22][C@@H:23]2[CH2:27][CH2:26][CH2:25][NH:24]2)=[CH:17][CH:16]=1.[OH-].[Na+]. Product: [Cl:1][C:2]1[CH:10]=[C:9]2[C:5]([C:6]([C:11]([OH:13])=[O:12])=[CH:7][NH:8]2)=[CH:4][C:3]=1[C:15]1[CH:16]=[CH:17][C:18]([O:21][CH2:22][C@@H:23]2[CH2:27][CH2:26][CH2:25][NH:24]2)=[CH:19][CH:20]=1. The catalyst class is: 5. (7) Reactant: [Na].[C:2](#[N:9])[C:3]1[CH:8]=[CH:7][N:6]=[CH:5][CH:4]=1.[NH4+:10].[Cl-:11]. Product: [ClH:11].[C:2](=[NH:10])([NH2:9])[C:3]1[CH:8]=[CH:7][N:6]=[CH:5][CH:4]=1. The catalyst class is: 5.